From a dataset of Forward reaction prediction with 1.9M reactions from USPTO patents (1976-2016). Predict the product of the given reaction. (1) Given the reactants [CH:1]1([C:6]2[CH:7]=[C:8]([OH:12])[CH:9]=[CH:10][CH:11]=2)[CH2:5][CH2:4][CH2:3][CH2:2]1.[CH2:13]=[O:14].O.C(Cl)Cl, predict the reaction product. The product is: [CH:1]1([C:6]2[CH:11]=[CH:10][C:9]([CH:13]=[O:14])=[C:8]([OH:12])[CH:7]=2)[CH2:2][CH2:3][CH2:4][CH2:5]1. (2) Given the reactants Cl[CH2:2][C:3]1[S:7][C:6]([CH2:8][CH3:9])=[N:5][CH:4]=1.[C:10]1([CH:16]2[CH2:21][CH2:20][NH:19][CH2:18][CH2:17]2)[CH:15]=[CH:14][CH:13]=[CH:12][CH:11]=1.CCN(C(C)C)C(C)C, predict the reaction product. The product is: [CH2:8]([C:6]1[S:7][C:3]([CH2:2][N:19]2[CH2:20][CH2:21][CH:16]([C:10]3[CH:15]=[CH:14][CH:13]=[CH:12][CH:11]=3)[CH2:17][CH2:18]2)=[CH:4][N:5]=1)[CH3:9].